This data is from Catalyst prediction with 721,799 reactions and 888 catalyst types from USPTO. The task is: Predict which catalyst facilitates the given reaction. (1) Reactant: [Cl:1][C:2]1[CH:3]=[CH:4][C:5]2[S:9][C:8](=[O:10])[NH:7][C:6]=2[CH:11]=1.[C:12]([O:16][CH2:17][CH3:18])(=[O:15])[CH:13]=[CH2:14].[F-].[Cs+]. Product: [Cl:1][C:2]1[CH:3]=[CH:4][C:5]2[S:9][C:8](=[O:10])[N:7]([CH2:14][CH2:13][C:12]([O:16][CH2:17][CH3:18])=[O:15])[C:6]=2[CH:11]=1. The catalyst class is: 11. (2) The catalyst class is: 3. Reactant: [NH2:1][C:2]1[CH:30]=[CH:29][C:5]([O:6][C:7]2[CH:12]=[CH:11][N:10]=[C:9]3[CH:13]=[C:14]([CH:16]4[CH2:21][CH2:20][N:19]([C:22]([O:24][C:25]([CH3:28])([CH3:27])[CH3:26])=[O:23])[CH2:18][CH2:17]4)[S:15][C:8]=23)=[C:4]([F:31])[CH:3]=1.[F:32][C:33]1[CH:38]=[CH:37][C:36]([N:39]2[C:44](=[O:45])[C:43]([C:46](O)=[O:47])=[CH:42][CH:41]=[N:40]2)=[CH:35][CH:34]=1.Cl.C(N=C=NCCCN(C)C)C.N1(O)C2C=CC=CC=2N=N1.C(N(C(C)C)C(C)C)C. Product: [F:31][C:4]1[CH:3]=[C:2]([NH:1][C:46]([C:43]2[C:44](=[O:45])[N:39]([C:36]3[CH:37]=[CH:38][C:33]([F:32])=[CH:34][CH:35]=3)[N:40]=[CH:41][CH:42]=2)=[O:47])[CH:30]=[CH:29][C:5]=1[O:6][C:7]1[CH:12]=[CH:11][N:10]=[C:9]2[CH:13]=[C:14]([CH:16]3[CH2:21][CH2:20][N:19]([C:22]([O:24][C:25]([CH3:27])([CH3:28])[CH3:26])=[O:23])[CH2:18][CH2:17]3)[S:15][C:8]=12. (3) Reactant: [Li+].[CH3:2][N:3]([CH3:26])[C:4]1[C:5]([F:25])=[C:6]([CH:22]=[CH:23][CH:24]=1)[O:7][C:8]1[CH2:12][N:11]([C@@H:13]([CH2:17][CH:18]([CH3:20])[CH3:19])[C:14]([O-])=[O:15])[C:10](=[O:21])[CH:9]=1.[CH3:27][C:28]1([CH3:40])[O:32][C@H:31]([CH2:33][N:34]2[CH:38]=[CH:37][C:36]([NH2:39])=[N:35]2)[CH2:30][O:29]1.F[P-](F)(F)(F)(F)F.N1(O[P+](N(C)C)(N(C)C)N(C)C)C2C=CC=CC=2N=N1. Product: [CH3:27][C:28]1([CH3:40])[O:32][C@H:31]([CH2:33][N:34]2[CH:38]=[CH:37][C:36]([NH:39][C:14](=[O:15])[C@@H:13]([N:11]3[CH2:12][C:8]([O:7][C:6]4[CH:22]=[CH:23][CH:24]=[C:4]([N:3]([CH3:2])[CH3:26])[C:5]=4[F:25])=[CH:9][C:10]3=[O:21])[CH2:17][CH:18]([CH3:20])[CH3:19])=[N:35]2)[CH2:30][O:29]1. The catalyst class is: 9. (4) Reactant: ON1C2C=CC=CC=2N=N1.Cl.C(N=C=NCCCN(C)C)C.[Br:23][C:24]1[CH:32]=[CH:31][C:27]([C:28]([OH:30])=O)=[CH:26][CH:25]=1.[NH:33]1[CH2:38][CH2:37][O:36][CH2:35][CH2:34]1.C(=O)([O-])O.[Na+]. Product: [Br:23][C:24]1[CH:25]=[CH:26][C:27]([C:28]([N:33]2[CH2:38][CH2:37][O:36][CH2:35][CH2:34]2)=[O:30])=[CH:31][CH:32]=1. The catalyst class is: 9. (5) Reactant: [CH3:1][N:2]1[C:11]2[C:6](=[CH:7][CH:8]=[C:9]([C:12]([F:15])([F:14])[F:13])[CH:10]=2)[C:5]([CH3:16])=[C:4]([C:17]([O:19][CH2:20][CH3:21])=[O:18])[C:3]1=O.COC1C=CC(P2(SP(C3C=CC(OC)=CC=3)(=S)S2)=[S:32])=CC=1.CCOC(C)=O.CCCCCC. Product: [CH3:1][N:2]1[C:11]2[C:6](=[CH:7][CH:8]=[C:9]([C:12]([F:15])([F:14])[F:13])[CH:10]=2)[C:5]([CH3:16])=[C:4]([C:17]([O:19][CH2:20][CH3:21])=[O:18])[C:3]1=[S:32]. The catalyst class is: 11.